This data is from Catalyst prediction with 721,799 reactions and 888 catalyst types from USPTO. The task is: Predict which catalyst facilitates the given reaction. (1) Reactant: [OH-].[Na+].[CH:3]1([C:7]2[C:33]([CH:34]3[CH2:36][CH2:35]3)=[CH:32][C:10]([CH2:11][N:12]3[CH2:15][C:14]4([CH2:19][C:18]([N:20]5[CH2:25][CH2:24][C:23]([CH3:31])([C:26]([O:28]CC)=[O:27])[CH2:22][CH2:21]5)=[N:17][O:16]4)[CH2:13]3)=[C:9]([O:37][CH2:38][CH3:39])[CH:8]=2)[CH2:6][CH2:5][CH2:4]1.Cl. Product: [CH:3]1([C:7]2[C:33]([CH:34]3[CH2:36][CH2:35]3)=[CH:32][C:10]([CH2:11][N:12]3[CH2:15][C:14]4([CH2:19][C:18]([N:20]5[CH2:21][CH2:22][C:23]([CH3:31])([C:26]([OH:28])=[O:27])[CH2:24][CH2:25]5)=[N:17][O:16]4)[CH2:13]3)=[C:9]([O:37][CH2:38][CH3:39])[CH:8]=2)[CH2:4][CH2:5][CH2:6]1. The catalyst class is: 8. (2) Reactant: [NH:1](C(OC(C)(C)C)=O)[C@H:2]([C:7](O)=O)[C@@H:3]([CH3:6])[O:4][CH3:5].CN(C(ON1N=NC2C=CC=NC1=2)=[N+](C)C)C.F[P-](F)(F)(F)(F)F.[CH:41]1([C:46]2[CH:47]=[C:48]([NH2:53])[C:49]([NH2:52])=[CH:50][CH:51]=2)[CH2:45][CH2:44][CH2:43][CH2:42]1.C(O)(=O)C.FC(F)(F)C(O)=O. Product: [CH:41]1([C:46]2[CH:51]=[CH:50][C:49]3[NH:52][C:7]([C@@H:2]([NH2:1])[C@H:3]([O:4][CH3:5])[CH3:6])=[N:53][C:48]=3[CH:47]=2)[CH2:42][CH2:43][CH2:44][CH2:45]1. The catalyst class is: 42.